This data is from Catalyst prediction with 721,799 reactions and 888 catalyst types from USPTO. The task is: Predict which catalyst facilitates the given reaction. Reactant: [Br:1][C:2]1[CH:10]=[C:9]2[C:5]([CH2:6][CH2:7][NH:8]2)=[CH:4][CH:3]=1.Br[CH2:12][C:13]1[CH:18]=[CH:17][CH:16]=[C:15]([F:19])[CH:14]=1.C(=O)([O-])[O-].[Cs+].[Cs+]. The catalyst class is: 42. Product: [Br:1][C:2]1[CH:10]=[C:9]2[C:5]([CH2:6][CH2:7][N:8]2[CH2:12][C:13]2[CH:18]=[CH:17][CH:16]=[C:15]([F:19])[CH:14]=2)=[CH:4][CH:3]=1.